Dataset: Full USPTO retrosynthesis dataset with 1.9M reactions from patents (1976-2016). Task: Predict the reactants needed to synthesize the given product. (1) Given the product [C:24]([O:1][C:2]1[CH:7]=[CH:6][C:5](/[CH:8]=[CH:9]/[C:10]2[O:17][C:15](=[O:16])[C:14]3[CH:18]=[CH:19][CH:20]=[CH:21][C:13]=3[N:12]=2)=[CH:4][C:3]=1[O:22][CH3:23])(=[O:26])[CH3:25], predict the reactants needed to synthesize it. The reactants are: [OH:1][C:2]1[CH:7]=[CH:6][C:5](/[CH:8]=[CH:9]/[C:10]([NH:12][C:13]2[CH:21]=[CH:20][CH:19]=[CH:18][C:14]=2[C:15]([OH:17])=[O:16])=O)=[CH:4][C:3]=1[O:22][CH3:23].[C:24](OC(=O)C)(=[O:26])[CH3:25]. (2) The reactants are: C([O:5][C:6](=[O:18])[CH2:7][NH:8][C:9](=[O:17])[C:10]1[CH:15]=[CH:14][C:13]([OH:16])=[CH:12][CH:11]=1)(C)(C)C.[CH3:19][C:20]1[CH:25]=[CH:24][C:23]([CH2:26][CH2:27]O)=[CH:22][CH:21]=1. Given the product [CH3:19][C:20]1[CH:25]=[CH:24][C:23]([CH2:26][CH2:27][O:16][C:13]2[CH:12]=[CH:11][C:10]([C:9]([NH:8][CH2:7][C:6]([OH:5])=[O:18])=[O:17])=[CH:15][CH:14]=2)=[CH:22][CH:21]=1, predict the reactants needed to synthesize it. (3) The reactants are: [C:1](Cl)(=O)[CH2:2][CH2:3][CH2:4][CH2:5][CH2:6][CH2:7][CH2:8][CH2:9][CH2:10][CH2:11][CH2:12][CH2:13][CH2:14][CH2:15]C.[Cl-].FC1C=CC=CC=1C[N+:28]1[CH2:37][CH2:36][C:35]2[C:30](=[CH:31][C:32]([O:40][CH3:41])=[C:33]([O:38][CH3:39])[CH:34]=2)[CH:29]=1. Given the product [CH2:15]([C:29]1[C:30]2[C:35](=[CH:34][C:33]([O:38][CH3:39])=[C:32]([O:40][CH3:41])[CH:31]=2)[CH2:36][CH2:37][N:28]=1)[CH2:14][CH2:13][CH2:12][CH2:11][CH2:10][CH2:9][CH2:8][CH2:7][CH2:6][CH2:5][CH2:4][CH2:3][CH2:2][CH3:1], predict the reactants needed to synthesize it. (4) Given the product [F:53][C:2]([F:1])([F:52])[C:3]1[CH:4]=[C:5]([C@H:13]([N:15]([CH3:51])[C:16]([N:18]2[CH2:42][CH2:41][C@:21]3([NH:25][C:24](=[O:36])[CH:23]([C:37]([O:39][CH3:40])=[O:38])[CH2:22]3)[CH2:20][C@@H:19]2[C:43]2[CH:48]=[CH:47][C:46]([F:49])=[CH:45][C:44]=2[CH3:50])=[O:17])[CH3:14])[CH:6]=[C:7]([C:9]([F:11])([F:10])[F:12])[CH:8]=1, predict the reactants needed to synthesize it. The reactants are: [F:1][C:2]([F:53])([F:52])[C:3]1[CH:4]=[C:5]([C@H:13]([N:15]([CH3:51])[C:16]([N:18]2[CH2:42][CH2:41][C@:21]3([N:25](C(OCC4C=CC=CC=4)=O)[C:24](=[O:36])[CH:23]([C:37]([O:39][CH3:40])=[O:38])[CH2:22]3)[CH2:20][C@@H:19]2[C:43]2[CH:48]=[CH:47][C:46]([F:49])=[CH:45][C:44]=2[CH3:50])=[O:17])[CH3:14])[CH:6]=[C:7]([C:9]([F:12])([F:11])[F:10])[CH:8]=1. (5) Given the product [ClH:19].[ClH:19].[NH2:10][C@@H:4]([CH2:5][CH2:6][N:7]([CH3:9])[CH3:8])[C:3]([O:2][CH3:1])=[O:18], predict the reactants needed to synthesize it. The reactants are: [CH3:1][O:2][C:3](=[O:18])[C@@H:4]([NH:10]C(OC(C)(C)C)=O)[CH2:5][CH2:6][N:7]([CH3:9])[CH3:8].[ClH:19]. (6) The reactants are: [F:1][C:2]1[C:11]([CH2:12][CH2:13][C:14](OCCCC)=[O:15])=[C:10]2[C:5]([CH:6]=[CH:7][C:8]([O:21][CH3:22])=[N:9]2)=[CH:4][CH:3]=1.[H-].[Al+3].[Li+].[H-].[H-].[H-].[OH-].[Na+].S([O-])([O-])(=O)=O.[Na+].[Na+]. Given the product [F:1][C:2]1[C:11]([CH2:12][CH2:13][CH2:14][OH:15])=[C:10]2[C:5]([CH:6]=[CH:7][C:8]([O:21][CH3:22])=[N:9]2)=[CH:4][CH:3]=1, predict the reactants needed to synthesize it. (7) Given the product [CH3:1][O:2][C:3]([C:5]1[CH:13]=[C:12]2[C:8]([C:9]([CH:19]3[CH2:20][CH2:21][CH2:22][CH2:23][CH2:24]3)=[C:10]([Br:18])[N:11]2[CH2:14][C:15]([N:58]2[CH2:63][CH2:62][O:61][CH2:60][CH2:59]2)=[O:16])=[CH:7][CH:6]=1)=[O:4], predict the reactants needed to synthesize it. The reactants are: [CH3:1][O:2][C:3]([C:5]1[CH:13]=[C:12]2[C:8]([C:9]([CH:19]3[CH2:24][CH2:23][CH2:22][CH2:21][CH2:20]3)=[C:10]([Br:18])[N:11]2[CH2:14][C:15](O)=[O:16])=[CH:7][CH:6]=1)=[O:4].CN(C(ON1N=NC2C=CC=CC1=2)=[N+](C)C)C.F[P-](F)(F)(F)(F)F.CCN(C(C)C)C(C)C.[NH:58]1[CH2:63][CH2:62][O:61][CH2:60][CH2:59]1.